The task is: Predict the reaction yield, written as a fraction of the theoretical maximum amount of product (1.0 means a 100% yield; for example, 0.34 means a 34% yield).. This data is from Reaction yield outcomes from USPTO patents with 853,638 reactions. (1) The reactants are [CH:1]1[C:6]([CH:7]=[O:8])=[CH:5][CH:4]=[C:3]([CH:9]=O)[CH:2]=1.[O:11]1[CH2:16][CH2:15][N:14]([CH2:17][CH2:18][CH2:19][NH2:20])[CH2:13][CH2:12]1.[BH4-].[Na+]. No catalyst specified. The product is [O:11]1[CH2:16][CH2:15][N:14]([CH2:17][CH2:18][CH2:19][NH:20][CH2:9][C:3]2[CH:2]=[CH:1][C:6]([CH:7]=[O:8])=[CH:5][CH:4]=2)[CH2:13][CH2:12]1. The yield is 0.920. (2) The reactants are [F:1][C:2]1[CH:17]=[CH:16][CH:15]=[CH:14][C:3]=1[CH2:4][C:5]1([CH3:13])[N:9]([CH3:10])[C:8](=[O:11])[NH:7][C:6]1=[O:12].C(=O)([O-])[O-].[K+].[K+].Br[CH2:25][C:26]([C:28]1[CH:33]=[CH:32][CH:31]=[CH:30][CH:29]=1)=[O:27]. The catalyst is CN(C=O)C. The product is [F:1][C:2]1[CH:17]=[CH:16][CH:15]=[CH:14][C:3]=1[CH2:4][C:5]1([CH3:13])[N:9]([CH3:10])[C:8](=[O:11])[N:7]([CH2:25][C:26](=[O:27])[C:28]2[CH:33]=[CH:32][CH:31]=[CH:30][CH:29]=2)[C:6]1=[O:12]. The yield is 0.300.